This data is from Catalyst prediction with 721,799 reactions and 888 catalyst types from USPTO. The task is: Predict which catalyst facilitates the given reaction. (1) Reactant: [Cl:1][C:2]1[CH:3]=[C:4]([CH3:11])[C:5]([OH:10])=[C:6]([CH:9]=1)[CH:7]=[O:8].[OH-].[Na+].[OH-].[CH2:15]([N+](CCCC)(CCCC)CCCC)CCC.IC. Product: [Cl:1][C:2]1[CH:3]=[C:4]([CH3:11])[C:5]([O:10][CH3:15])=[C:6]([CH:9]=1)[CH:7]=[O:8]. The catalyst class is: 46. (2) Reactant: Br[CH2:2][CH2:3][C:4]1[CH:9]=[CH:8][C:7]([CH2:10][OH:11])=[CH:6][CH:5]=1.[NH:12]1[CH2:17][CH2:16][O:15][CH2:14][CH2:13]1.[Na+].[I-]. Product: [N:12]1([CH2:2][CH2:3][C:4]2[CH:9]=[CH:8][C:7]([CH2:10][OH:11])=[CH:6][CH:5]=2)[CH2:17][CH2:16][O:15][CH2:14][CH2:13]1. The catalyst class is: 10.